Dataset: Peptide-MHC class II binding affinity with 134,281 pairs from IEDB. Task: Regression. Given a peptide amino acid sequence and an MHC pseudo amino acid sequence, predict their binding affinity value. This is MHC class II binding data. (1) The peptide sequence is DEARRMWASAQNISG. The MHC is DRB4_0101 with pseudo-sequence DRB4_0103. The binding affinity (normalized) is 0.168. (2) The peptide sequence is GVTYEIDLTNKN. The MHC is DRB1_0301 with pseudo-sequence DRB1_0301. The binding affinity (normalized) is 0. (3) The peptide sequence is VAAEMAEALRGLPIRY. The MHC is DRB1_0101 with pseudo-sequence DRB1_0101. The binding affinity (normalized) is 0.569. (4) The peptide sequence is AIGIITLYLGAVVQA. The MHC is DRB1_0701 with pseudo-sequence DRB1_0701. The binding affinity (normalized) is 0.0354. (5) The peptide sequence is TESTFKNISCTFKFGEE. The MHC is DRB1_1302 with pseudo-sequence DRB1_1302. The binding affinity (normalized) is 0.237. (6) The peptide sequence is KRVVASLMRGLSSRK. The MHC is HLA-DQA10102-DQB10501 with pseudo-sequence HLA-DQA10102-DQB10501. The binding affinity (normalized) is 0.573. (7) The MHC is HLA-DQA10501-DQB10201 with pseudo-sequence HLA-DQA10501-DQB10201. The peptide sequence is DMGFDAAALAPEHQP. The binding affinity (normalized) is 0.433. (8) The peptide sequence is YCKFLANVSTVLTGK. The binding affinity (normalized) is 0.941. The MHC is DRB3_0202 with pseudo-sequence DRB3_0202.